This data is from Catalyst prediction with 721,799 reactions and 888 catalyst types from USPTO. The task is: Predict which catalyst facilitates the given reaction. (1) Reactant: Br[Mg][C:3]#[CH:4].[C:5]([O:9][C:10]([N:12]([CH3:29])[CH2:13][CH:14]([O:21][Si:22]([C:25]([CH3:28])([CH3:27])[CH3:26])([CH3:24])[CH3:23])[C:15](=[O:20])[C:16]([O:18][CH3:19])=[O:17])=[O:11])([CH3:8])([CH3:7])[CH3:6]. Product: [C:5]([O:9][C:10]([N:12]([CH3:29])[CH2:13][CH:14]([C:15]([OH:20])([C:3]#[CH:4])[C:16]([O:18][CH3:19])=[O:17])[O:21][Si:22]([C:25]([CH3:26])([CH3:27])[CH3:28])([CH3:24])[CH3:23])=[O:11])([CH3:6])([CH3:7])[CH3:8]. The catalyst class is: 1. (2) Reactant: [NH2:1][C:2]1[CH:10]=[CH:9][C:8]([Br:11])=[CH:7][C:3]=1[C:4]([OH:6])=O.[CH:12](OCC)(OCC)OCC.C(O)(=O)C.[NH2:26][C:27]1[CH:28]=[C:29]([NH:34][C:35](=[O:46])[C:36]2[CH:41]=[CH:40][CH:39]=[C:38]([C:42]([F:45])([F:44])[F:43])[CH:37]=2)[CH:30]=[CH:31][C:32]=1[CH3:33]. Product: [Br:11][C:8]1[CH:7]=[C:3]2[C:2](=[CH:10][CH:9]=1)[N:1]=[CH:12][N:26]([C:27]1[CH:28]=[C:29]([NH:34][C:35](=[O:46])[C:36]3[CH:41]=[CH:40][CH:39]=[C:38]([C:42]([F:43])([F:44])[F:45])[CH:37]=3)[CH:30]=[CH:31][C:32]=1[CH3:33])[C:4]2=[O:6]. The catalyst class is: 11. (3) Reactant: [CH3:1][C:2]1[CH:7]=[CH:6][CH:5]=[C:4]([CH3:8])[C:3]=1[C:9]1[CH:14]=[CH:13][C:12]([N+:15]([O-])=O)=[CH:11][CH:10]=1.[H][H]. Product: [CH3:8][C:4]1[CH:5]=[CH:6][CH:7]=[C:2]([CH3:1])[C:3]=1[C:9]1[CH:10]=[CH:11][C:12]([NH2:15])=[CH:13][CH:14]=1. The catalyst class is: 63. (4) Reactant: Cl[C:2]1[CH:3]=[CH:4][C:5]([N+:9]([O-:11])=[O:10])=[C:6]([CH:8]=1)[NH2:7].C(O)C.Cl.[CH3:16][NH:17][CH3:18]. Product: [CH3:16][N:17]([CH3:18])[C:2]1[CH:3]=[CH:4][C:5]([N+:9]([O-:11])=[O:10])=[C:6]([CH:8]=1)[NH2:7]. The catalyst class is: 66.